Dataset: Peptide-MHC class II binding affinity with 134,281 pairs from IEDB. Task: Regression. Given a peptide amino acid sequence and an MHC pseudo amino acid sequence, predict their binding affinity value. This is MHC class II binding data. The peptide sequence is AAPLSWSKDIYNYME. The MHC is HLA-DQA10501-DQB10201 with pseudo-sequence HLA-DQA10501-DQB10201. The binding affinity (normalized) is 0.181.